This data is from Reaction yield outcomes from USPTO patents with 853,638 reactions. The task is: Predict the reaction yield, written as a fraction of the theoretical maximum amount of product (1.0 means a 100% yield; for example, 0.34 means a 34% yield). (1) The reactants are [C:1]([O:9][C@@H:10]1[C@H:15]2[NH:16][C:17](=[O:19])[O:18][C@H:14]2[CH2:13][C@H:12]([CH2:20][O:21][Si](C(C)(C)C)(C)C)[C@H:11]1[O:29][C:30](=[O:37])[C:31]1[CH:36]=[CH:35][CH:34]=[CH:33][CH:32]=1)(=[O:8])[C:2]1[CH:7]=[CH:6][CH:5]=[CH:4][CH:3]=1.Cl.CCOC(C)=O.CO. The catalyst is CO. The product is [C:1]([O:9][C@@H:10]1[C@H:15]2[NH:16][C:17](=[O:19])[O:18][C@H:14]2[CH2:13][C@H:12]([CH2:20][OH:21])[C@H:11]1[O:29][C:30](=[O:37])[C:31]1[CH:32]=[CH:33][CH:34]=[CH:35][CH:36]=1)(=[O:8])[C:2]1[CH:7]=[CH:6][CH:5]=[CH:4][CH:3]=1. The yield is 0.730. (2) The product is [C:1]([C:3]1[CH:4]=[C:5]2[C:10](=[CH:11][CH:12]=1)[N:9]([C:23]1[CH:24]=[CH:25][CH:26]=[CH:27][CH:28]=1)[CH2:8][CH:7]([NH:13][S:14]([C:17]1[CH:22]=[CH:21][CH:20]=[CH:19][CH:18]=1)(=[O:16])=[O:15])[CH2:6]2)#[N:2]. The reactants are [C:1]([C:3]1[CH:4]=[C:5]2[C:10](=[CH:11][CH:12]=1)[NH:9][CH2:8][CH:7]([NH:13][S:14]([C:17]1[CH:22]=[CH:21][CH:20]=[CH:19][CH:18]=1)(=[O:16])=[O:15])[CH2:6]2)#[N:2].[CH:23]1[CH:24]=[CH:25][C:26](P([C:23]2[C:28]([C:23]3[C:28](P([C:23]4[CH:28]=[CH:27][CH:26]=[CH:25][CH:24]=4)[C:23]4[CH:28]=[CH:27][CH:26]=[CH:25][CH:24]=4)=[CH:27][CH:26]=[C:25]4[C:24]=3C=CC=C4)=[C:27]3[C:26](C=CC=C3)=[CH:25][CH:24]=2)[C:23]2[CH:28]=[CH:27][CH:26]=[CH:25][CH:24]=2)=[CH:27][CH:28]=1.BrC1C=CC=CC=1.CC([O-])(C)C.[K+]. The catalyst is C1(C)C=CC=CC=1.C(O)(=O)CC(CC(O)=O)(C(O)=O)O.CC([O-])=O.CC([O-])=O.[Pd+2]. The yield is 0.0860.